Task: Predict the reaction yield, written as a fraction of the theoretical maximum amount of product (1.0 means a 100% yield; for example, 0.34 means a 34% yield).. Dataset: Reaction yield outcomes from USPTO patents with 853,638 reactions The reactants are C([O:3][C:4]([C:6]1[CH:7]=[N:8][C:9]2[C:14]([C:15]=1[OH:16])=[CH:13][CH:12]=[CH:11][CH:10]=2)=[O:5])C. The catalyst is [OH-].[Na+]. The product is [O:16]=[C:15]1[C:14]2[C:9](=[CH:10][CH:11]=[CH:12][CH:13]=2)[NH:8][CH:7]=[C:6]1[C:4]([OH:5])=[O:3]. The yield is 0.920.